This data is from TCR-epitope binding with 47,182 pairs between 192 epitopes and 23,139 TCRs. The task is: Binary Classification. Given a T-cell receptor sequence (or CDR3 region) and an epitope sequence, predict whether binding occurs between them. The epitope is GLIYNRMGAVTTEV. The TCR CDR3 sequence is CASRGLAGDEQYF. Result: 0 (the TCR does not bind to the epitope).